Dataset: Reaction yield outcomes from USPTO patents with 853,638 reactions. Task: Predict the reaction yield, written as a fraction of the theoretical maximum amount of product (1.0 means a 100% yield; for example, 0.34 means a 34% yield). (1) The reactants are [Br:1][C:2]1[CH:3]=[C:4]([NH:10][C:11]2[CH:16]=[CH:15][C:14]([N:17]3[CH2:22][CH2:21][NH:20][CH2:19][C:18]3([CH3:24])[CH3:23])=[CH:13][N:12]=2)[C:5](=[O:9])[N:6]([CH3:8])[CH:7]=1.[O:25]1[CH2:28][C:27](=O)[CH2:26]1.[BH3-]C#N.[Na+]. The catalyst is CO.[Cl-].[Zn+2].[Cl-]. The product is [Br:1][C:2]1[CH:3]=[C:4]([NH:10][C:11]2[CH:16]=[CH:15][C:14]([N:17]3[CH2:22][CH2:21][N:20]([CH:27]4[CH2:28][O:25][CH2:26]4)[CH2:19][C:18]3([CH3:24])[CH3:23])=[CH:13][N:12]=2)[C:5](=[O:9])[N:6]([CH3:8])[CH:7]=1. The yield is 0.780. (2) The reactants are N[CH2:2][CH:3]1[CH2:6][N:5](C(OC(C)(C)C)=O)[CH2:4]1.C(O)(C(F)(F)F)=[O:15].CCN(C(C)C)C(C)C.[N+:30]([C:33]1[CH:38]=[CH:37][CH:36]=[CH:35][C:34]=1[S:39](Cl)(=[O:41])=[O:40])([O-:32])=[O:31]. The catalyst is C(Cl)Cl. The product is [N+:30]([C:33]1[CH:38]=[CH:37][CH:36]=[CH:35][C:34]=1[S:39]([N:5]1[CH2:4][CH:3]([CH2:2][OH:15])[CH2:6]1)(=[O:41])=[O:40])([O-:32])=[O:31]. The yield is 0.260. (3) The reactants are [H-].[Na+].[OH:3][CH:4]1[CH2:9][CH2:8][N:7]([S:10]([CH3:13])(=[O:12])=[O:11])[CH2:6][CH2:5]1.Br[CH2:15][C:16]#[C:17][CH3:18].O. The catalyst is CN(C=O)C. The product is [CH2:15]([O:3][CH:4]1[CH2:9][CH2:8][N:7]([S:10]([CH3:13])(=[O:12])=[O:11])[CH2:6][CH2:5]1)[C:16]#[C:17][CH3:18]. The yield is 0.220. (4) The reactants are Br[C:2]1[CH:7]=[CH:6][C:5]([N+:8]([O-:10])=[O:9])=[CH:4][N:3]=1.[C:11]([O:15][C:16]([N:18]1[CH2:23][CH:22]=[C:21](OS(C(F)(F)F)(=O)=O)[CH2:20][CH2:19]1)=[O:17])([CH3:14])([CH3:13])[CH3:12].C([O-])([O-])=O.[Na+].[Na+]. The catalyst is C1(C)C=CC=CC=1.CCO.CCOC(C)=O.C1C=CC([P]([Pd]([P](C2C=CC=CC=2)(C2C=CC=CC=2)C2C=CC=CC=2)([P](C2C=CC=CC=2)(C2C=CC=CC=2)C2C=CC=CC=2)[P](C2C=CC=CC=2)(C2C=CC=CC=2)C2C=CC=CC=2)(C2C=CC=CC=2)C2C=CC=CC=2)=CC=1. The product is [C:11]([O:15][C:16]([N:18]1[CH2:19][CH:20]=[C:21]([C:2]2[CH:7]=[CH:6][C:5]([N+:8]([O-:10])=[O:9])=[CH:4][N:3]=2)[CH2:22][CH2:23]1)=[O:17])([CH3:14])([CH3:12])[CH3:13]. The yield is 0.750. (5) The reactants are [F:1][C:2]([F:39])([F:38])[O:3][C:4]1[CH:9]=[CH:8][C:7]([S:10]([N:13]2[CH2:18][CH2:17][C:16](=[N:19][O:20][CH2:21][C:22]3[N:26](C(OC(C)(C)C)=O)[C:25]4[CH:34]=[CH:35][CH:36]=[CH:37][C:24]=4[N:23]=3)[CH2:15][CH2:14]2)(=[O:12])=[O:11])=[CH:6][CH:5]=1. The catalyst is ClCCl.FC(F)(F)C(O)=O. The product is [NH:23]1[C:24]2[CH:37]=[CH:36][CH:35]=[CH:34][C:25]=2[N:26]=[C:22]1[CH2:21][O:20][N:19]=[C:16]1[CH2:17][CH2:18][N:13]([S:10]([C:7]2[CH:8]=[CH:9][C:4]([O:3][C:2]([F:1])([F:38])[F:39])=[CH:5][CH:6]=2)(=[O:11])=[O:12])[CH2:14][CH2:15]1. The yield is 0.700. (6) The reactants are [NH2:1][CH2:2][CH2:3][C@H:4]([N:6]1[CH2:11][CH2:10][CH:9]([N:12]([CH2:19][C:20]2[CH:21]=[N:22][CH:23]=[CH:24][C:25]=2[CH3:26])[C:13]2[CH:18]=[CH:17][CH:16]=[CH:15][CH:14]=2)[CH2:8][CH2:7]1)[CH3:5].CCN=C=NCCCN(C)C.C1C=CC2N(O)N=NC=2C=1.[C:48]([C:50]1[CH:58]=[C:57]([CH3:59])[C:53]([C:54](O)=[O:55])=[C:52]([CH3:60])[CH:51]=1)#[N:49].CCN(C(C)C)C(C)C. The catalyst is CN(C=O)C. The product is [C:48]([C:50]1[CH:58]=[C:57]([CH3:59])[C:53]([C:54]([NH:1][CH2:2][CH2:3][C@H:4]([N:6]2[CH2:7][CH2:8][CH:9]([N:12]([CH2:19][C:20]3[CH:21]=[N:22][CH:23]=[CH:24][C:25]=3[CH3:26])[C:13]3[CH:18]=[CH:17][CH:16]=[CH:15][CH:14]=3)[CH2:10][CH2:11]2)[CH3:5])=[O:55])=[C:52]([CH3:60])[CH:51]=1)#[N:49]. The yield is 0.720. (7) The reactants are [CH3:1][S:2]([NH2:5])(=[O:4])=[O:3].[CH3:6][C:7]1[C:8]([CH3:33])=[CH:9][C:10]2[N:19]([CH2:20][CH2:21][N:22]3[CH2:26][CH2:25][CH2:24][C@H:23]3[C:27](O)=[O:28])[C:18]3[C:13]([C:14](=[O:31])[NH:15][C:16](=[O:30])[N:17]=3)=[N:12][C:11]=2[CH:32]=1.CC1C(C)=CC2N(CC=O)C3C(C(=O)NC(=O)N=3)=NC=2C=1.N1CCC[C@H]1C(O)=O.CN(C(ON1N=NC2C=CC=NC1=2)=[N+](C)C)C.F[P-](F)(F)(F)(F)F.CCN(C(C)C)C(C)C. The catalyst is CN(C=O)C. The product is [CH3:6][C:7]1[C:8]([CH3:33])=[CH:9][C:10]2[N:19]([CH2:20][CH2:21][N:22]3[CH2:26][CH2:25][CH2:24][C@H:23]3[C:27]([NH:5][S:2]([CH3:1])(=[O:4])=[O:3])=[O:28])[C:18]3[C:13]([C:14](=[O:31])[NH:15][C:16](=[O:30])[N:17]=3)=[N:12][C:11]=2[CH:32]=1. The yield is 0.145. (8) The reactants are [NH2:1][C:2]1[N:6]([CH2:7][CH2:8][OH:9])[N:5]=[C:4]([C:10]2[CH:15]=[CH:14][N:13]=[C:12]([NH:16][CH3:17])[CH:11]=2)[CH:3]=1.N1C=CN=C1.[C:23]([Si:27](Cl)([C:34]1[CH:39]=[CH:38][CH:37]=[CH:36][CH:35]=1)[C:28]1[CH:33]=[CH:32][CH:31]=[CH:30][CH:29]=1)([CH3:26])([CH3:25])[CH3:24]. The catalyst is CN(C1C=CN=CC=1)C.CN(C=O)C. The product is [NH2:1][C:2]1[N:6]([CH2:7][CH2:8][O:9][Si:27]([C:23]([CH3:26])([CH3:25])[CH3:24])([C:34]2[CH:35]=[CH:36][CH:37]=[CH:38][CH:39]=2)[C:28]2[CH:33]=[CH:32][CH:31]=[CH:30][CH:29]=2)[N:5]=[C:4]([C:10]2[CH:15]=[CH:14][N:13]=[C:12]([NH:16][CH3:17])[CH:11]=2)[CH:3]=1. The yield is 1.00. (9) The yield is 0.920. The catalyst is CO. The reactants are [CH3:1][Si](C=[N+]=[N-])(C)C.[Br:8][C:9]1[CH:14]=[CH:13][C:12]([NH:15][C:16]2[C:21]([C:22]([OH:24])=[O:23])=[CH:20][N:19]=[C:18]([Cl:25])[C:17]=2[F:26])=[C:11]([F:27])[CH:10]=1.C1COCC1. The product is [CH3:1][O:23][C:22](=[O:24])[C:21]1[C:16]([NH:15][C:12]2[CH:13]=[CH:14][C:9]([Br:8])=[CH:10][C:11]=2[F:27])=[C:17]([F:26])[C:18]([Cl:25])=[N:19][CH:20]=1.